The task is: Predict the reaction yield, written as a fraction of the theoretical maximum amount of product (1.0 means a 100% yield; for example, 0.34 means a 34% yield).. This data is from Reaction yield outcomes from USPTO patents with 853,638 reactions. (1) The catalyst is ClCCl. The reactants are [CH2:1]([S:3][C:4]1[CH:9]=[CH:8][C:7]([NH:10][C:11]([C:13]2[CH:14]=[C:15]([CH:27]=[CH:28][CH:29]=2)[CH2:16][S:17][CH2:18][CH2:19][C:20]([O:22]C(C)(C)C)=[O:21])=[O:12])=[C:6]([C:30]2[CH:35]=[C:34]([C:36](=[O:49])[NH:37][CH2:38][C:39]3[CH:44]=[CH:43][CH:42]=[C:41]([C:45]([F:48])([F:47])[F:46])[CH:40]=3)[CH:33]=[CH:32][N:31]=2)[CH:5]=1)[CH3:2].FC(F)(F)C(O)=O. The product is [CH2:1]([S:3][C:4]1[CH:9]=[CH:8][C:7]([NH:10][C:11]([C:13]2[CH:14]=[C:15]([CH:27]=[CH:28][CH:29]=2)[CH2:16][S:17][CH2:18][CH2:19][C:20]([OH:22])=[O:21])=[O:12])=[C:6]([C:30]2[CH:35]=[C:34]([C:36](=[O:49])[NH:37][CH2:38][C:39]3[CH:44]=[CH:43][CH:42]=[C:41]([C:45]([F:47])([F:48])[F:46])[CH:40]=3)[CH:33]=[CH:32][N:31]=2)[CH:5]=1)[CH3:2]. The yield is 0.210. (2) The reactants are C([N:4]([S:26]([CH3:29])(=[O:28])=[O:27])[N:5]1[C:14](=[O:15])[C:13]2[C:8](=[CH:9][C:10]([C:21]([F:24])([F:23])[F:22])=[C:11]([CH2:16][NH:17][C:18](=[O:20])[CH3:19])[CH:12]=2)[NH:7][C:6]1=[O:25])(=O)C. The catalyst is Cl. The product is [CH3:29][S:26]([NH:4][N:5]1[C:14](=[O:15])[C:13]2[C:8](=[CH:9][C:10]([C:21]([F:22])([F:24])[F:23])=[C:11]([CH2:16][NH:17][C:18](=[O:20])[CH3:19])[CH:12]=2)[NH:7][C:6]1=[O:25])(=[O:28])=[O:27]. The yield is 0.0800. (3) The reactants are [CH:1]1[C:6]2[C:7](=O)[NH:8][C:9]3[CH:15]=[CH:14][CH:13]=[CH:12][C:10]=3[O:11][C:5]=2[CH:4]=[CH:3][CH:2]=1.O=P(Cl)(Cl)[Cl:19]. No catalyst specified. The product is [Cl:19][C:7]1[C:6]2[CH:1]=[CH:2][CH:3]=[CH:4][C:5]=2[O:11][C:10]2[CH:12]=[CH:13][CH:14]=[CH:15][C:9]=2[N:8]=1. The yield is 0.780. (4) The reactants are C(OC([NH:8][CH2:9][CH:10]1[CH2:15][CH2:14][N:13]([CH2:16][C:17]2([C:23]([OH:25])=[O:24])[CH2:22][CH2:21][O:20][CH2:19][CH2:18]2)[CH2:12][CH2:11]1)=O)(C)(C)C.O.[C:27]1([CH3:37])[CH:32]=[CH:31][C:30]([S:33]([OH:36])(=[O:35])=[O:34])=[CH:29][CH:28]=1.C(N(CC)CC)C. The catalyst is C(O)(C)C. The product is [CH3:37][C:27]1[CH:28]=[CH:29][C:30]([S:33]([OH:36])(=[O:35])=[O:34])=[CH:31][CH:32]=1.[NH2:8][CH2:9][CH:10]1[CH2:15][CH2:14][N:13]([CH2:16][C:17]2([C:23]([OH:25])=[O:24])[CH2:22][CH2:21][O:20][CH2:19][CH2:18]2)[CH2:12][CH2:11]1. The yield is 0.870. (5) The reactants are [CH3:1][C:2]1[S:3][C:4]([C:7]2[CH:12]=[C:11]([O:13][C:14]3[C:15]([CH3:23])=[N:16][C:17]([N+:20]([O-])=O)=[CH:18][CH:19]=3)[CH:10]=[CH:9][N:8]=2)=[CH:5][N:6]=1. The catalyst is CO.[Pd]. The product is [CH3:23][C:15]1[N:16]=[C:17]([NH2:20])[CH:18]=[CH:19][C:14]=1[O:13][C:11]1[CH:10]=[CH:9][N:8]=[C:7]([C:4]2[S:3][C:2]([CH3:1])=[N:6][CH:5]=2)[CH:12]=1. The yield is 0.890. (6) The reactants are [CH3:1][O:2][C:3]1[C:12]2[C:7](=[CH:8][CH:9]=[CH:10][CH:11]=2)[C:6]([NH:13]S(C2SC=CC=2)(=O)=O)=[CH:5][C:4]=1[S:22][CH2:23][C:24]([O:26][CH3:27])=[O:25].[Br:28][C:29]1[CH:34]=[CH:33][C:32]([S:35](Cl)(=[O:37])=[O:36])=[CH:31][CH:30]=1. No catalyst specified. The product is [Br:28][C:29]1[CH:34]=[CH:33][C:32]([S:35]([NH:13][C:6]2[C:7]3[C:12](=[CH:11][CH:10]=[CH:9][CH:8]=3)[C:3]([O:2][CH3:1])=[C:4]([S:22][CH2:23][C:24]([O:26][CH3:27])=[O:25])[CH:5]=2)(=[O:37])=[O:36])=[CH:31][CH:30]=1. The yield is 0.610. (7) The reactants are C([O:9][C@H:10]1[C@:14]([F:16])([CH3:15])[C@H:13]([N:17]2[CH:25]=[N:24][C:23]3[C:18]2=[N:19][C:20]([NH2:27])=[N:21][C:22]=3Cl)[O:12][C@@H:11]1[CH2:28][O:29]C(=O)C1C=CC=CC=1)(=O)C1C=CC=CC=1.[CH3:38][OH:39].C[O-].[Na+]. The catalyst is C(O)(=O)C. The product is [NH2:27][C:20]1[N:19]=[C:18]2[C:23]([N:24]=[CH:25][N:17]2[C@@H:13]2[O:12][C@H:11]([CH2:28][OH:29])[C@@H:10]([OH:9])[C@:14]2([F:16])[CH3:15])=[C:22]([O:39][CH3:38])[N:21]=1. The yield is 0.980.